From a dataset of Forward reaction prediction with 1.9M reactions from USPTO patents (1976-2016). Predict the product of the given reaction. (1) The product is: [CH:36]([C:2]1[N:7]=[C:6]([C:8]2[N:13]=[CH:12][C:11]3[CH:14]=[N:15][N:16]([C:17]4[N:22]=[C:21]([N:23]5[CH2:28][CH2:27][N:26]([C:29]([O:31][C:32]([CH3:34])([CH3:35])[CH3:33])=[O:30])[CH2:25][CH2:24]5)[CH:20]=[CH:19][CH:18]=4)[C:10]=3[CH:9]=2)[CH:5]=[N:4][CH:3]=1)=[CH2:37]. Given the reactants Cl[C:2]1[N:7]=[C:6]([C:8]2[N:13]=[CH:12][C:11]3[CH:14]=[N:15][N:16]([C:17]4[N:22]=[C:21]([N:23]5[CH2:28][CH2:27][N:26]([C:29]([O:31][C:32]([CH3:35])([CH3:34])[CH3:33])=[O:30])[CH2:25][CH2:24]5)[CH:20]=[CH:19][CH:18]=4)[C:10]=3[CH:9]=2)[CH:5]=[N:4][CH:3]=1.[CH:36]([B-](F)(F)F)=[CH2:37].[K+].C(N(CC)CC)C, predict the reaction product. (2) Given the reactants [NH2:1][CH2:2][C:3]([NH:5][C@@H:6]1[CH2:10][CH2:9][N:8]([CH:11]2[CH2:16][CH2:15][C:14]([OH:23])([C:17]3[CH:22]=[CH:21][CH:20]=[CH:19][N:18]=3)[CH2:13][CH2:12]2)[CH2:7]1)=[O:4].CCN(CC)CC.Cl[C:32]1[S:33][C:34]2[CH:40]=[CH:39][CH:38]=[CH:37][C:35]=2[N:36]=1, predict the reaction product. The product is: [S:33]1[C:34]2[CH:40]=[CH:39][CH:38]=[CH:37][C:35]=2[N:36]=[C:32]1[NH:1][CH2:2][C:3]([NH:5][C@@H:6]1[CH2:10][CH2:9][N:8]([CH:11]2[CH2:12][CH2:13][C:14]([OH:23])([C:17]3[CH:22]=[CH:21][CH:20]=[CH:19][N:18]=3)[CH2:15][CH2:16]2)[CH2:7]1)=[O:4]. (3) The product is: [Cl:43][C:32]1[CH:33]=[C:34]([CH2:37][CH2:38][CH2:39][C:40](=[O:41])[NH:47][C:48]([C:49]([N:51]2[CH2:52][CH2:53][NH:54][CH2:55][CH2:56]2)=[O:50])([CH3:68])[CH3:67])[CH:35]=[CH:36][C:31]=1[CH2:30][C:29]1[C:25]([O:24][C@@H:6]2[O:7][C@H:8]([CH2:19][OH:20])[C@@H:9]([OH:15])[C@H:10]([OH:11])[C@H:5]2[OH:4])=[N:26][NH:27][C:28]=1[CH:44]([CH3:46])[CH3:45]. Given the reactants C([O:4][C@@H:5]1[C@@H:10]([O:11]C(=O)C)[C@H:9]([O:15]C(=O)C)[C@@H:8]([CH2:19][O:20]C(=O)C)[O:7][C@H:6]1[O:24][C:25]1[C:29]([CH2:30][C:31]2[CH:36]=[CH:35][C:34](/[CH:37]=[CH:38]/[CH2:39][C:40](O)=[O:41])=[CH:33][C:32]=2[Cl:43])=[C:28]([CH:44]([CH3:46])[CH3:45])[NH:27][N:26]=1)(=O)C.[NH2:47][C:48]([CH3:68])([CH3:67])[C:49]([N:51]1[CH2:56][CH2:55][N:54](C(OCC2C=CC=CC=2)=O)[CH2:53][CH2:52]1)=[O:50].C(N1CCNCC1)C1C=CC=CC=1, predict the reaction product. (4) Given the reactants CC1C=CC=[C:4]([CH3:8])[C:3]=1[N:9]([C:16]([CH2:18][C:19]1[CH:24]=[CH:23][CH:22]=[CH:21][CH:20]=1)=O)[C@@H:10]([C:12]([O:14]C)=O)C.C[C@@H](NC([C@@H](NC(O)=O)C(C)C)=O)C1S[C:30]2[CH:32]=C(F)C=[CH:35][C:29]=2N=1.ClCl.[CH:50](=O)C=CC1C=CC=CC=1.CCCCNC(OCC#CI)=O.CC1ONC(=O)C=1.CC1C(C(C2C(C)=C(Br)C=CC=2OC)=O)=C(OC)C(OC)=C(OC)C=1, predict the reaction product. The product is: [CH3:35][CH2:29][CH2:30][CH2:32][CH2:20][CH2:21][CH2:22][CH2:23][CH2:24][CH2:19][CH2:18][CH2:16][N:9]1[CH2:3][CH:4]([CH3:8])[O:14][CH:12]([CH3:50])[CH2:10]1. (5) Given the reactants [C:1]1([C:7]2([CH3:17])[C:12](=[O:13])[N:11]([CH3:14])[C:10](=[O:15])[NH:9][C:8]2=[O:16])[CH2:6][CH2:5][CH2:4][CH2:3][CH:2]=1.Br.Br[CH2:20][C:21]([C:23]1[CH:28]=[CH:27][CH:26]=[CH:25][N:24]=1)=[O:22], predict the reaction product. The product is: [C:1]1([C:7]2([CH3:17])[C:12](=[O:13])[N:11]([CH3:14])[C:10](=[O:15])[N:9]([CH2:20][C:21](=[O:22])[C:23]3[CH:28]=[CH:27][CH:26]=[CH:25][N:24]=3)[C:8]2=[O:16])[CH2:6][CH2:5][CH2:4][CH2:3][CH:2]=1. (6) Given the reactants [CH3:1][N:2]1[C:6]([C:7]2[CH:12]=[CH:11][C:10]([CH3:13])=[CH:9][CH:8]=2)=[CH:5][C:4]([CH3:14])=[N:3]1.C1C(=O)N([Br:22])C(=O)C1.O, predict the reaction product. The product is: [Br:22][C:5]1[C:4]([CH3:14])=[N:3][N:2]([CH3:1])[C:6]=1[C:7]1[CH:12]=[CH:11][C:10]([CH3:13])=[CH:9][CH:8]=1.